Dataset: Reaction yield outcomes from USPTO patents with 853,638 reactions. Task: Predict the reaction yield, written as a fraction of the theoretical maximum amount of product (1.0 means a 100% yield; for example, 0.34 means a 34% yield). The reactants are Cl[C:2]1[N:11]=[C:10]([NH:12][CH2:13][CH:14]([C:21]2[CH:26]=[CH:25][CH:24]=[CH:23][CH:22]=2)[C:15]2[CH:20]=[CH:19][CH:18]=[CH:17][CH:16]=2)[C:9]2[C:4](=[CH:5][CH:6]=[CH:7][CH:8]=2)[N:3]=1.[NH:27]1[C:35]2[C:30](=[CH:31][CH:32]=[CH:33][C:34]=2B(O)O)[CH:29]=[CH:28]1.C(NC1C2C(=CC=CC=2)N=C(C2SC3C=CC=CC=3C=2)N=1)(C1C=CC=CC=1)C1C=CC=CC=1. The catalyst is C1CCCCC1.CCOC(C)=O. The product is [C:15]1([CH:14]([C:21]2[CH:26]=[CH:25][CH:24]=[CH:23][CH:22]=2)[CH2:13][NH:12][C:10]2[C:9]3[C:4](=[CH:5][CH:6]=[CH:7][CH:8]=3)[N:3]=[C:2]([C:34]3[CH:33]=[CH:32][CH:31]=[C:30]4[C:35]=3[NH:27][CH:28]=[CH:29]4)[N:11]=2)[CH:20]=[CH:19][CH:18]=[CH:17][CH:16]=1. The yield is 0.810.